This data is from Forward reaction prediction with 1.9M reactions from USPTO patents (1976-2016). The task is: Predict the product of the given reaction. (1) Given the reactants [Cl:1][C:2]1[CH:6]=[C:5](Cl)[N:4]([CH2:8][O:9][CH2:10][CH2:11][Si:12]([CH3:15])([CH3:14])[CH3:13])[C:3]=1[C:16]([NH2:18])=[O:17].C(=O)([O-])[O-].[K+].[K+].O.CC1(C)C(C)(C)OB([C:34]2[CH:39]=[CH:38][N:37]=[C:36]([NH:40][C:41](=[O:43])[CH3:42])[CH:35]=2)O1, predict the reaction product. The product is: [C:41]([NH:40][C:36]1[CH:35]=[C:34]([C:5]2[N:4]([CH2:8][O:9][CH2:10][CH2:11][Si:12]([CH3:15])([CH3:14])[CH3:13])[C:3]([C:16]([NH2:18])=[O:17])=[C:2]([Cl:1])[CH:6]=2)[CH:39]=[CH:38][N:37]=1)(=[O:43])[CH3:42]. (2) Given the reactants Br[C:2]1[C:3]([F:19])=[CH:4][C:5]([F:18])=[C:6]([C@:8]2([CH3:17])[C:13]([F:15])([F:14])[CH2:12][O:11][C:10]([NH2:16])=[N:9]2)[CH:7]=1.[Cl:20][C:21]1[CH:22]=[C:23](B(O)O)[CH:24]=[N:25][CH:26]=1, predict the reaction product. The product is: [Cl:20][C:21]1[CH:22]=[C:23]([C:2]2[C:3]([F:19])=[CH:4][C:5]([F:18])=[C:6]([C@:8]3([CH3:17])[C:13]([F:15])([F:14])[CH2:12][O:11][C:10]([NH2:16])=[N:9]3)[CH:7]=2)[CH:24]=[N:25][CH:26]=1. (3) The product is: [CH2:34]([N:22]1[CH:23]=[C:24]([C:26]2[CH:31]=[CH:30][C:29]([Cl:32])=[CH:28][C:27]=2[Cl:33])[N:25]=[C:21]1[C@@H:20]([NH:38][C:47](=[O:48])[CH2:46][CH:40]1[CH2:45][CH2:44][CH2:43][CH2:42][CH2:41]1)[CH2:19][C:16]1[CH:17]=[CH:18][C:13]([O:12][CH2:11][C:8]2[CH:7]=[CH:6][C:5]([C:4]([OH:3])=[O:39])=[CH:10][CH:9]=2)=[CH:14][CH:15]=1)[CH2:35][CH2:36][CH3:37]. Given the reactants Cl.C[O:3][C:4](=[O:39])[C:5]1[CH:10]=[CH:9][C:8]([CH2:11][O:12][C:13]2[CH:18]=[CH:17][C:16]([CH2:19][C@H:20]([NH2:38])[C:21]3[N:22]([CH2:34][CH2:35][CH2:36][CH3:37])[CH:23]=[C:24]([C:26]4[CH:31]=[CH:30][C:29]([Cl:32])=[CH:28][C:27]=4[Cl:33])[N:25]=3)=[CH:15][CH:14]=2)=[CH:7][CH:6]=1.[CH:40]1([CH2:46][C:47](O)=[O:48])[CH2:45][CH2:44][CH2:43][CH2:42][CH2:41]1, predict the reaction product. (4) Given the reactants [O:1]=[C:2]1[CH2:7][CH2:6][N:5]([C:8]([O:10][C:11]([CH3:14])([CH3:13])[CH3:12])=[O:9])[CH2:4][CH2:3]1.[CH3:15][O:16][C:17]1[CH:22]=[CH:21][C:20]([Mg]Br)=[CH:19][C:18]=1C.[CH2:26](OCC)C, predict the reaction product. The product is: [OH:1][C:2]1([C:20]2[CH:19]=[CH:18][C:17]([O:16][CH3:15])=[CH:22][C:21]=2[CH3:26])[CH2:3][CH2:4][N:5]([C:8]([O:10][C:11]([CH3:14])([CH3:13])[CH3:12])=[O:9])[CH2:6][CH2:7]1. (5) Given the reactants [CH2:1]([O:8][C:9]1[C:14]([C:15]2[CH:36]=[C:35]([C:37]([CH3:40])([CH3:39])[CH3:38])[C:34]([O:41][CH3:42])=[CH:33][C:16]=2[CH2:17][N:18]2[C@H:22]([C:23](C)(C)[O:24][SiH2]C(C)(C)C)[CH2:21][CH2:20][C:19]2=[O:32])=[CH:13][CH:12]=[CH:11][N:10]=1)[C:2]1[CH:7]=[CH:6][CH:5]=[CH:4][CH:3]=1.Cl, predict the reaction product. The product is: [CH2:1]([O:8][C:9]1[C:14]([C:15]2[CH:36]=[C:35]([C:37]([CH3:38])([CH3:40])[CH3:39])[C:34]([O:41][CH3:42])=[CH:33][C:16]=2[CH2:17][N:18]2[C@H:22]([CH2:23][OH:24])[CH2:21][CH2:20][C:19]2=[O:32])=[CH:13][CH:12]=[CH:11][N:10]=1)[C:2]1[CH:3]=[CH:4][CH:5]=[CH:6][CH:7]=1. (6) Given the reactants [CH2:1]([C:8]1[N:13]=[N:12][C:11]([N:14]2[CH2:19][CH2:18][N:17]([C:20]3[N:25]=[C:24]([C:26]([F:29])([F:28])[F:27])[C:23]([C:30]([OH:32])=O)=[CH:22][N:21]=3)[C@H:16]([CH3:33])[CH2:15]2)=[C:10]([CH3:34])[C:9]=1[CH3:35])[C:2]1[CH:7]=[CH:6][CH:5]=[CH:4][CH:3]=1.[C:36](Cl)(=[O:40])[C:37](Cl)=O.[CH3:42][N:43](C=O)C.CN, predict the reaction product. The product is: [OH:40][CH2:36][CH2:37][N:43]([CH3:42])[C:30]([C:23]1[C:24]([C:26]([F:28])([F:29])[F:27])=[N:25][C:20]([N:17]2[CH2:18][CH2:19][N:14]([C:11]3[N:12]=[N:13][C:8]([CH2:1][C:2]4[CH:7]=[CH:6][CH:5]=[CH:4][CH:3]=4)=[C:9]([CH3:35])[C:10]=3[CH3:34])[CH2:15][C@H:16]2[CH3:33])=[N:21][CH:22]=1)=[O:32].